This data is from Peptide-MHC class I binding affinity with 185,985 pairs from IEDB/IMGT. The task is: Regression. Given a peptide amino acid sequence and an MHC pseudo amino acid sequence, predict their binding affinity value. This is MHC class I binding data. The MHC is HLA-A02:06 with pseudo-sequence HLA-A02:06. The peptide sequence is TIDNIVTSLA. The binding affinity (normalized) is 0.